Dataset: Forward reaction prediction with 1.9M reactions from USPTO patents (1976-2016). Task: Predict the product of the given reaction. The product is: [C:29]([OH:36])(=[O:35])/[CH:30]=[CH:31]/[C:32]([OH:34])=[O:33].[Cl:1][C:2]1[CH:9]=[CH:8][C:5]([C:6]#[N:7])=[C:4]([O:10][C:11]2[CH:16]=[CH:15][CH:14]=[C:13]([CH2:17][NH:26][CH3:25])[C:12]=2[O:19][CH2:20][CH2:21][CH3:22])[CH:3]=1. Given the reactants [Cl:1][C:2]1[CH:9]=[CH:8][C:5]([C:6]#[N:7])=[C:4]([O:10][C:11]2[CH:16]=[CH:15][CH:14]=[C:13]([CH:17]=O)[C:12]=2[O:19][CH2:20][CH2:21][CH3:22])[CH:3]=1.CN.[C:25]([BH3-])#[N:26].[Na+].[C:29]([OH:36])(=[O:35])/[CH:30]=[CH:31]/[C:32]([OH:34])=[O:33], predict the reaction product.